Task: Predict the product of the given reaction.. Dataset: Forward reaction prediction with 1.9M reactions from USPTO patents (1976-2016) (1) Given the reactants [O:1]1[CH2:4][CH:3]([OH:5])[CH2:2]1.[H-].[Na+].[CH3:8][O:9][C:10](=[O:19])[C:11]1[C:16](Cl)=[CH:15][C:14]([Cl:18])=[N:13][CH:12]=1, predict the reaction product. The product is: [CH3:8][O:9][C:10](=[O:19])[C:11]1[C:16]([O:5][CH:3]2[CH2:4][O:1][CH2:2]2)=[CH:15][C:14]([Cl:18])=[N:13][CH:12]=1. (2) Given the reactants C(=O)([O-])[O-].[K+].[K+].Cl.[N:8]1([C:14]2[C:18]3[CH:19]=[CH:20][CH:21]=[CH:22][C:17]=3[S:16][N:15]=2)[CH2:13][CH2:12][NH:11][CH2:10][CH2:9]1.S(C1C=CC(C)=CC=1)(O[CH2:27][CH2:28][C:29]1[CH:34]=[CH:33][CH:32]=[CH:31][C:30]=1[N+:35]([O-:37])=[O:36])(=O)=O.C1OCCOCCOCCOCCOCCOC1, predict the reaction product. The product is: [N+:35]([C:30]1[CH:31]=[CH:32][CH:33]=[CH:34][C:29]=1[CH2:28][CH2:27][N:11]1[CH2:12][CH2:13][N:8]([C:14]2[C:18]3[CH:19]=[CH:20][CH:21]=[CH:22][C:17]=3[S:16][N:15]=2)[CH2:9][CH2:10]1)([O-:37])=[O:36].